This data is from Forward reaction prediction with 1.9M reactions from USPTO patents (1976-2016). The task is: Predict the product of the given reaction. (1) Given the reactants [CH2:1]([O:3][C:4]1[CH:9]=[CH:8][CH:7]=[C:6]([F:10])[C:5]=1[O:11][CH2:12][CH3:13])[CH3:2].[Br:14]N1C(=O)CCC1=O.CCCCCC, predict the reaction product. The product is: [Br:14][C:7]1[CH:8]=[CH:9][C:4]([O:3][CH2:1][CH3:2])=[C:5]([O:11][CH2:12][CH3:13])[C:6]=1[F:10]. (2) Given the reactants [Cl:1][C:2]1[C:16]([Cl:17])=[CH:15][C:5]2[NH:6][C:7]([C:9](=[O:14])[C:10]([F:13])([F:12])[F:11])=[N:8][C:4]=2[CH:3]=1.[CH2:18]([Mg]Br)[CH2:19][CH:20]=[CH2:21], predict the reaction product. The product is: [Cl:17][C:16]1[C:2]([Cl:1])=[CH:3][C:4]2[NH:8][C:7]([C:9]([OH:14])([CH2:21][CH2:20][CH:19]=[CH2:18])[C:10]([F:13])([F:11])[F:12])=[N:6][C:5]=2[CH:15]=1. (3) Given the reactants [NH2:1][C:2]1[CH:7]=[CH:6][N:5]=[CH:4][N:3]=1.CC(C)([O-])C.[K+].F[C:15]1[CH:20]=[C:19]([F:21])[CH:18]=[CH:17][C:16]=1[N+:22]([O-:24])=[O:23], predict the reaction product. The product is: [F:21][C:19]1[CH:18]=[CH:17][C:16]([N+:22]([O-:24])=[O:23])=[C:15]([NH:1][C:2]2[CH:7]=[CH:6][N:5]=[CH:4][N:3]=2)[CH:20]=1. (4) Given the reactants [NH2:1][C:2]1[C:3]([C:9]#[N:10])=[N:4][C:5](Br)=[CH:6][N:7]=1.[Cl:11][C:12]1[CH:17]=[CH:16][C:15](B(O)O)=[C:14]([F:21])[CH:13]=1.C([O-])([O-])=O.[Na+].[Na+].C(Cl)Cl, predict the reaction product. The product is: [NH2:1][C:2]1[C:3]([C:9]#[N:10])=[N:4][C:5]([C:15]2[CH:16]=[CH:17][C:12]([Cl:11])=[CH:13][C:14]=2[F:21])=[CH:6][N:7]=1. (5) Given the reactants [C:1]([O:5][C:6]([NH:8][CH2:9][C:10]1[CH:11]=[C:12]([CH:15]=[CH:16][CH:17]=1)CN)=[O:7])([CH3:4])([CH3:3])[CH3:2].ClC(OC1C=CC([N+]([O-])=O)=CC=1)=[O:20].[CH2:31]([N:33]([CH2:36]C)CC)C.[N:38]1([C:44]([O:46][CH2:47][C:48]2[CH:53]=[CH:52][CH:51]=[CH:50][CH:49]=2)=[O:45])[CH2:43][CH2:42][NH:41][CH2:40][CH2:39]1, predict the reaction product. The product is: [C:1]([O:5][C:6]([NH:8][CH2:9][C:10]1[CH:17]=[CH:16][C:15]([CH2:31][NH:33][C:36]([N:41]2[CH2:42][CH2:43][N:38]([C:44]([O:46][CH2:47][C:48]3[CH:53]=[CH:52][CH:51]=[CH:50][CH:49]=3)=[O:45])[CH2:39][CH2:40]2)=[O:20])=[CH:12][CH:11]=1)=[O:7])([CH3:2])([CH3:3])[CH3:4]. (6) Given the reactants Cl.[N:2]1([C:9]2[CH:14]=[CH:13][C:12]([NH:15][C:16]([C:18]3[N:19]=[C:20]([C:27]4[CH:32]=[CH:31][CH:30]=[CH:29][CH:28]=4)[O:21][C:22]=3[C:23]([F:26])([F:25])[F:24])=[O:17])=[CH:11][CH:10]=2)[CH2:8][CH2:7][CH2:6][NH:5][CH2:4][CH2:3]1.[CH2:33]([O:40][C:41]([C@H:43]1[CH2:48][CH2:47][C@@H:46]([C:49](O)=[O:50])[CH2:45][CH2:44]1)=[O:42])[C:34]1[CH:39]=[CH:38][CH:37]=[CH:36][CH:35]=1.C(N(CC)CC)C.C1CN([P+](Br)(N2CCCC2)N2CCCC2)CC1.F[P-](F)(F)(F)(F)F, predict the reaction product. The product is: [CH2:33]([O:40][C:41]([C@H:43]1[CH2:48][CH2:47][C@@H:46]([C:49]([N:5]2[CH2:6][CH2:7][CH2:8][N:2]([C:9]3[CH:14]=[CH:13][C:12]([NH:15][C:16]([C:18]4[N:19]=[C:20]([C:27]5[CH:32]=[CH:31][CH:30]=[CH:29][CH:28]=5)[O:21][C:22]=4[C:23]([F:26])([F:24])[F:25])=[O:17])=[CH:11][CH:10]=3)[CH2:3][CH2:4]2)=[O:50])[CH2:45][CH2:44]1)=[O:42])[C:34]1[CH:39]=[CH:38][CH:37]=[CH:36][CH:35]=1. (7) Given the reactants [I:1][C:2]1[CH:3]=[C:4]([CH:6]=[CH:7][CH:8]=1)[NH2:5].Br[CH2:10][CH2:11][OH:12].C([O-])(O)=O.[Na+], predict the reaction product. The product is: [I:1][C:2]1[CH:3]=[C:4]([NH:5][CH2:10][CH2:11][OH:12])[CH:6]=[CH:7][CH:8]=1.